From a dataset of Catalyst prediction with 721,799 reactions and 888 catalyst types from USPTO. Predict which catalyst facilitates the given reaction. (1) Reactant: C[O:2][C:3]1[CH:11]=[C:10]2[C:6]([CH2:7][NH:8][C:9]2=[O:12])=[CH:5][CH:4]=1.B(Br)(Br)Br.CO. Product: [OH:2][C:3]1[CH:11]=[C:10]2[C:6]([CH2:7][NH:8][C:9]2=[O:12])=[CH:5][CH:4]=1. The catalyst class is: 2. (2) The catalyst class is: 1. Product: [Cl:24][CH2:25][C:26]([N:1]1[CH2:6][CH2:5][C:4]2([C:10]3[C:9](=[CH:14][CH:13]=[CH:12][CH:11]=3)[CH2:8][O:7]2)[CH2:3][CH2:2]1)=[O:27]. Reactant: [NH:1]1[CH2:6][CH2:5][C:4]2([C:10]3[CH:11]=[CH:12][CH:13]=[CH:14][C:9]=3[CH2:8][O:7]2)[CH2:3][CH2:2]1.C(N(C(C)C)C(C)C)C.[Cl:24][CH2:25][C:26](Cl)=[O:27]. (3) Reactant: [Cl:1][C:2]1[CH:7]=[CH:6][C:5]([N:8]2[CH:12]=[C:11]([CH:13]=[C:14]([CH3:16])[CH3:15])[CH:10]=[C:9]2[CH:17]=[CH:18][C:19]([O:21][CH3:22])=[O:20])=[C:4]([C:23](=[O:34])[C:24]2[CH:29]=[CH:28][CH:27]=[C:26]([O:30][CH3:31])[C:25]=2[O:32][CH3:33])[CH:3]=1.[BH4-].[Na+]. Product: [Cl:1][C:2]1[CH:7]=[CH:6][C:5]([N:8]2[CH:12]=[C:11]([CH:13]=[C:14]([CH3:16])[CH3:15])[CH:10]=[C:9]2[CH:17]=[CH:18][C:19]([O:21][CH3:22])=[O:20])=[C:4]([CH:23]([C:24]2[CH:29]=[CH:28][CH:27]=[C:26]([O:30][CH3:31])[C:25]=2[O:32][CH3:33])[OH:34])[CH:3]=1. The catalyst class is: 5. (4) Reactant: [NH2:1][C:2]1[N:7]=[C:6]([CH3:8])[N:5]=[C:4]([C:9]2[N:13]3[N:14]=[CH:15][CH:16]=[CH:17][C:12]3=[N:11][C:10]=2[NH:18][C:19]2[CH:23]=[CH:22][NH:21][N:20]=2)[CH:3]=1.[C:24](Cl)(=[O:32])[O:25][C:26]1[CH:31]=[CH:30][CH:29]=[CH:28][CH:27]=1.CCN(C(C)C)C(C)C.N1C=CC=N1. Product: [NH2:1][C:2]1[N:7]=[C:6]([CH3:8])[N:5]=[C:4]([C:9]2[N:13]3[N:14]=[CH:15][CH:16]=[CH:17][C:12]3=[N:11][C:10]=2[NH:18][C:19]2[CH:23]=[CH:22][N:21]([C:24]([O:25][C:26]3[CH:31]=[CH:30][CH:29]=[CH:28][CH:27]=3)=[O:32])[N:20]=2)[CH:3]=1. The catalyst class is: 1. (5) Reactant: [C:1]([C:3]1([C:6]2[CH:7]=[C:8]([CH:12]=[CH:13][CH:14]=2)[C:9]([OH:11])=O)[CH2:5][CH2:4]1)#[N:2].C(Cl)(=O)C(Cl)=O.O1CCCC1.[NH2:26][C:27]1[C:28]([Cl:50])=[C:29]([C:46]([CH3:49])=[CH:47][CH:48]=1)[O:30][C:31]1[CH:32]=[CH:33][C:34]2[N:35]([CH:37]=[C:38]([NH:40][C:41]([CH:43]3[CH2:45][CH2:44]3)=[O:42])[N:39]=2)[N:36]=1. Product: [Cl:50][C:28]1[C:29]([O:30][C:31]2[CH:32]=[CH:33][C:34]3[N:35]([CH:37]=[C:38]([NH:40][C:41]([CH:43]4[CH2:45][CH2:44]4)=[O:42])[N:39]=3)[N:36]=2)=[C:46]([CH3:49])[CH:47]=[CH:48][C:27]=1[NH:26][C:9](=[O:11])[C:8]1[CH:12]=[CH:13][CH:14]=[C:6]([C:3]([C:1]#[N:2])([CH3:4])[CH3:5])[CH:7]=1. The catalyst class is: 637.